Dataset: Catalyst prediction with 721,799 reactions and 888 catalyst types from USPTO. Task: Predict which catalyst facilitates the given reaction. Reactant: C(OC[N:9]1[CH:13]=[C:12]([C:14]2[CH:19]=[C:18]([O:20][C:21]3[C:22]([CH3:37])=[N:23][C:24]([NH:27][C:28]([NH:30][C:31](=[O:36])[C:32]([CH3:35])([CH3:34])[CH3:33])=[O:29])=[CH:25][CH:26]=3)[CH:17]=[CH:16][N:15]=2)[N:11]=[N:10]1)(=O)C(C)(C)C. Product: [NH:9]1[CH:13]=[C:12]([C:14]2[CH:19]=[C:18]([O:20][C:21]3[CH:26]=[CH:25][C:24]([NH:27][C:28]([NH:30][C:31](=[O:36])[C:32]([CH3:34])([CH3:33])[CH3:35])=[O:29])=[N:23][C:22]=3[CH3:37])[CH:17]=[CH:16][N:15]=2)[N:11]=[N:10]1. The catalyst class is: 5.